Dataset: Catalyst prediction with 721,799 reactions and 888 catalyst types from USPTO. Task: Predict which catalyst facilitates the given reaction. Reactant: [F:1][C:2]1[CH:3]=[C:4]([C:18]2[C:19]([NH2:24])=[CH:20][CH:21]=[CH:22][CH:23]=2)[CH:5]=[C:6]([F:17])[C:7]=1[N:8]1[CH:12]=[CH:11][C:10]([C:13]([F:16])([F:15])[F:14])=[N:9]1.[Cl:25][C:26]1[C:31]([C:32](Cl)=[O:33])=[CH:30][CH:29]=[CH:28][N:27]=1.C(N(CC)CC)C. Product: [Cl:25][C:26]1[C:31]([C:32]([NH:24][C:19]2[CH:20]=[CH:21][CH:22]=[CH:23][C:18]=2[C:4]2[CH:5]=[C:6]([F:17])[C:7]([N:8]3[CH:12]=[CH:11][C:10]([C:13]([F:16])([F:15])[F:14])=[N:9]3)=[C:2]([F:1])[CH:3]=2)=[O:33])=[CH:30][CH:29]=[CH:28][N:27]=1. The catalyst class is: 4.